This data is from Tyrosyl-DNA phosphodiesterase HTS with 341,365 compounds. The task is: Binary Classification. Given a drug SMILES string, predict its activity (active/inactive) in a high-throughput screening assay against a specified biological target. (1) The molecule is FC(F)(F)C1(NC(=O)CCCC)c2c(NC1=O)n(c(=O)[nH]c2=O)c1ccc(F)cc1. The result is 0 (inactive). (2) The result is 0 (inactive). The molecule is s1c(NC(=O)CN2C(=O)C3(NC2=O)CC(CC(C3)C)(C)C)nnc1CC. (3) The compound is S(CCC(=O)N1CCN(CC1)c1ccc(OC)cc1)Cc1c(F)cccc1. The result is 0 (inactive).